From a dataset of Peptide-MHC class II binding affinity with 134,281 pairs from IEDB. Regression. Given a peptide amino acid sequence and an MHC pseudo amino acid sequence, predict their binding affinity value. This is MHC class II binding data. (1) The peptide sequence is AAATAGTTVYGAFAT. The MHC is HLA-DPA10103-DPB10401 with pseudo-sequence HLA-DPA10103-DPB10401. The binding affinity (normalized) is 0. (2) The peptide sequence is IAPIMFSNKMARLGK. The MHC is DRB1_0401 with pseudo-sequence DRB1_0401. The binding affinity (normalized) is 0.445. (3) The peptide sequence is IIELFTAKGFTVQEM. The MHC is HLA-DQA10102-DQB10602 with pseudo-sequence HLA-DQA10102-DQB10602. The binding affinity (normalized) is 0.397. (4) The peptide sequence is KYKTFEAAFTVSSKR. The MHC is HLA-DQA10101-DQB10501 with pseudo-sequence HLA-DQA10101-DQB10501. The binding affinity (normalized) is 0.0588.